Dataset: Catalyst prediction with 721,799 reactions and 888 catalyst types from USPTO. Task: Predict which catalyst facilitates the given reaction. (1) Reactant: [S:1]1[C:5]2[CH:6]=[CH:7][C:8]([CH2:10][CH2:11][O:12][CH2:13][CH2:14][CH2:15][N:16]3[CH2:20][CH2:19][CH:18]([NH2:21])[CH2:17]3)=[CH:9][C:4]=2[CH:3]=[CH:2]1.C(N(CC)CC)C.[C:29](Cl)(=[O:31])[CH3:30].O. Product: [S:1]1[C:5]2[CH:6]=[CH:7][C:8]([CH2:10][CH2:11][O:12][CH2:13][CH2:14][CH2:15][N:16]3[CH2:20][CH2:19][CH:18]([NH:21][C:29](=[O:31])[CH3:30])[CH2:17]3)=[CH:9][C:4]=2[CH:3]=[CH:2]1. The catalyst class is: 124. (2) Reactant: [S:1]([O:8]S(C(F)(F)F)(=O)=O)([C:4]([F:7])([F:6])[F:5])(=[O:3])=[O:2].O[C:17]1[CH:18]=[C:19]([CH:24]=[CH:25][CH:26]=1)[C:20]([O:22][CH3:23])=[O:21].C(C1C=C(C)C=C(C(C)(C)C)N=1)(C)(C)C. Product: [F:5][C:4]([F:7])([F:6])[S:1]([O:8][C:17]1[CH:18]=[C:19]([CH:24]=[CH:25][CH:26]=1)[C:20]([O:22][CH3:23])=[O:21])(=[O:3])=[O:2]. The catalyst class is: 26. (3) Reactant: C(OC(=O)[NH:7][C@H:8]([CH2:30][OH:31])[CH2:9][CH2:10][CH2:11][O:12][C:13]1[CH:18]=[C:17]([N+:19]([O-:21])=[O:20])[CH:16]=[CH:15][C:14]=1[S:22](=[O:29])(=[O:28])[N:23]=[CH:24][N:25]([CH3:27])[CH3:26])(C)(C)C.[ClH:33]. Product: [NH2:7][CH:8]([CH2:30][OH:31])[CH2:9][CH2:10][CH2:11][O:12][C:13]1[CH:18]=[C:17]([N+:19]([O-:21])=[O:20])[CH:16]=[CH:15][C:14]=1[S:22]([N:23]=[CH:24][N:25]([CH3:27])[CH3:26])(=[O:29])=[O:28].[ClH:33]. The catalyst class is: 880. (4) Reactant: [Cl:1][C:2]1[C:3]([NH:24]CC2C=CC(OC)=CC=2)=[C:4]([C:9]([N:11]2[CH2:16][CH2:15][CH:14]([C:17]3[CH:22]=[CH:21][C:20]([F:23])=[CH:19][CH:18]=3)[CH2:13][CH2:12]2)=[O:10])[CH:5]=[N:6][C:7]=1[Cl:8].FC(F)(F)C(O)=O. Product: [NH2:24][C:3]1[C:2]([Cl:1])=[C:7]([Cl:8])[N:6]=[CH:5][C:4]=1[C:9]([N:11]1[CH2:16][CH2:15][CH:14]([C:17]2[CH:18]=[CH:19][C:20]([F:23])=[CH:21][CH:22]=2)[CH2:13][CH2:12]1)=[O:10]. The catalyst class is: 4. (5) Reactant: N1(O[C:11](=[O:21])[C:12]2[CH:17]=[CH:16][C:15]([NH2:18])=[C:14]([O:19][CH3:20])[CH:13]=2)C2C=CC=CC=2N=N1.[NH2:22][CH:23]1[CH2:28][CH2:27][N:26]([CH2:29][CH3:30])[CH2:25][CH2:24]1.C(N(CC)CC)C. Product: [NH2:18][C:15]1[CH:16]=[CH:17][C:12]([C:11]([NH:22][CH:23]2[CH2:28][CH2:27][N:26]([CH2:29][CH3:30])[CH2:25][CH2:24]2)=[O:21])=[CH:13][C:14]=1[O:19][CH3:20]. The catalyst class is: 7. (6) Reactant: [CH3:1][CH:2]1[O:7][CH2:6][CH2:5][NH:4][C:3]1=[O:8].[H-].[Na+].Cl[CH2:12][CH2:13][CH2:14][CH2:15][CH2:16][O:17][C:18]1[CH:23]=[CH:22][CH:21]=[CH:20][C:19]=1/[CH:24]=[CH:25]/[CH:26]([CH2:39][C:40]1[CH:45]=[CH:44][C:43]([C:46]([O:48][CH3:49])=[O:47])=[CH:42][CH:41]=1)[CH2:27][CH2:28][C:29]1[CH:38]=[CH:37][C:32]([C:33]([O:35][CH3:36])=[O:34])=[CH:31][CH:30]=1.[Cl-].[NH4+]. Product: [CH3:49][O:48][C:46]([C:43]1[CH:42]=[CH:41][C:40]([CH2:39][CH:26](/[CH:25]=[CH:24]/[C:19]2[CH:20]=[CH:21][CH:22]=[CH:23][C:18]=2[O:17][CH2:16][CH2:15][CH2:14][CH2:13][CH2:12][N:4]2[CH2:5][CH2:6][O:7][CH:2]([CH3:1])[C:3]2=[O:8])[CH2:27][CH2:28][C:29]2[CH:38]=[CH:37][C:32]([C:33]([O:35][CH3:36])=[O:34])=[CH:31][CH:30]=2)=[CH:45][CH:44]=1)=[O:47]. The catalyst class is: 3. (7) Reactant: [C:1]([C:5]1[CH:24]=[CH:23][C:8]([C:9]([NH:11][C:12]2[N:13]=[C:14]3[CH:19]=[CH:18][C:17](Cl)=[N:16][N:15]3[C:21]=2[CH3:22])=[O:10])=[CH:7][CH:6]=1)([CH3:4])([CH3:3])[CH3:2].[NH:25]1[CH:29]=[CH:28][N:27]=[CH:26]1.C(=O)([O-])[O-].[Cs+].[Cs+]. Product: [C:1]([C:5]1[CH:24]=[CH:23][C:8]([C:9]([NH:11][C:12]2[N:13]=[C:14]3[CH:19]=[CH:18][C:17]([N:25]4[CH:29]=[CH:28][N:27]=[CH:26]4)=[N:16][N:15]3[C:21]=2[CH3:22])=[O:10])=[CH:7][CH:6]=1)([CH3:4])([CH3:3])[CH3:2]. The catalyst class is: 9. (8) Reactant: [CH3:1][C:2]([O:5][C:6]([NH:8][C:9]([NH:18][C:19](=[O:25])[O:20][C:21]([CH3:24])([CH3:23])[CH3:22])=[N:10]S(C(F)(F)F)(=O)=O)=[O:7])([CH3:4])[CH3:3].C(N(CC)CC)C.Cl.[CH3:34][S:35][C:36]1[CH:37]=[CH:38][C:39](N)=[N:40][CH:41]=1. Product: [CH3:34][S:35][C:36]1[CH:37]=[CH:38][C:39]([NH:10]/[C:9](/[NH:8][C:6](=[O:7])[O:5][C:2]([CH3:1])([CH3:3])[CH3:4])=[N:18]/[C:19](=[O:25])[O:20][C:21]([CH3:22])([CH3:23])[CH3:24])=[N:40][CH:41]=1. The catalyst class is: 2. (9) Reactant: C([O:3][C:4]([C:6]1[N:7]=[CH:8][N:9]([C:11]2[CH:12]=[C:13]([C:17]3[CH:22]=[CH:21][CH:20]=[CH:19][C:18]=3[C:23]#[N:24])[CH:14]=[CH:15][CH:16]=2)[CH:10]=1)=[O:5])C.[OH-].[K+]. Product: [C:23]([C:18]1[CH:19]=[CH:20][CH:21]=[CH:22][C:17]=1[C:13]1[CH:14]=[CH:15][CH:16]=[C:11]([N:9]2[CH:10]=[C:6]([C:4]([OH:5])=[O:3])[N:7]=[CH:8]2)[CH:12]=1)#[N:24]. The catalyst class is: 8.